This data is from Forward reaction prediction with 1.9M reactions from USPTO patents (1976-2016). The task is: Predict the product of the given reaction. (1) Given the reactants [Br:1][C:2]1[CH:3]=[C:4]([CH:7]=[CH:8][C:9]=1[CH:10]=O)[C:5]#[N:6].[Na+].[C:13]1([S:19]([O-:21])=[O:20])[CH:18]=[CH:17][CH:16]=[CH:15][CH:14]=1.C([NH:26][C:27](=[O:29])[O-:28])(C)(C)C.[CH:30](O)=O.[CH2:33]1[CH2:37]OC[CH2:34]1, predict the reaction product. The product is: [C:33]([O:28][C:27](=[O:29])[NH:26][CH:10]([S:19]([C:13]1[CH:18]=[CH:17][CH:16]=[CH:15][CH:14]=1)(=[O:21])=[O:20])[C:9]1[CH:8]=[CH:7][C:4]([C:5]#[N:6])=[CH:3][C:2]=1[Br:1])([CH3:34])([CH3:37])[CH3:30]. (2) The product is: [CH:13]([N:16]1[C:20]2[N:21]=[C:22]([C:31]3[CH:32]=[CH:33][C:34]([NH:37][C:5]([NH:43][C:40]4[CH:41]=[CH:42][NH:38][CH:39]=4)=[O:11])=[CH:35][CH:36]=3)[N:23]=[C:24]([N:25]3[CH2:30][CH2:29][O:28][CH2:27][CH2:26]3)[C:19]=2[N:18]=[N:17]1)([CH3:15])[CH3:14]. Given the reactants ClC(Cl)(O[C:5](=[O:11])OC(Cl)(Cl)Cl)Cl.[CH:13]([N:16]1[C:20]2[N:21]=[C:22]([C:31]3[CH:36]=[CH:35][C:34]([NH2:37])=[CH:33][CH:32]=3)[N:23]=[C:24]([N:25]3[CH2:30][CH2:29][O:28][CH2:27][CH2:26]3)[C:19]=2[N:18]=[N:17]1)([CH3:15])[CH3:14].[NH:38]1[CH:42]=[CH:41][C:40]([NH2:43])=[CH:39]1.CCN(CC)CC, predict the reaction product. (3) Given the reactants [F:1][C:2]([F:18])([F:17])[C:3]1[O:7][N:6]=[C:5]([C:8]2[S:12][C:11]([C:13]([OH:15])=O)=[CH:10][CH:9]=2)[C:4]=1[CH3:16].[NH:19]1[CH2:24][CH2:23][C@@H:22]([OH:25])[C@@H:21]([OH:26])[CH2:20]1, predict the reaction product. The product is: [CH3:16][C:4]1[C:5]([C:8]2[S:12][C:11]([C:13]([N:19]3[CH2:24][CH2:23][C@@H:22]([OH:25])[C@@H:21]([OH:26])[CH2:20]3)=[O:15])=[CH:10][CH:9]=2)=[N:6][O:7][C:3]=1[C:2]([F:1])([F:18])[F:17]. (4) Given the reactants [Br-].[Br:2][CH2:3][CH2:4][CH2:5][P+:6]([C:19]1[CH:24]=[CH:23][CH:22]=[CH:21][CH:20]=1)([C:13]1[CH:18]=[CH:17][CH:16]=[CH:15][CH:14]=1)[C:7]1[CH:12]=[CH:11][CH:10]=[CH:9][CH:8]=1.[CH3:25][NH:26][CH3:27].C(Br)(=O)C, predict the reaction product. The product is: [Br-:2].[CH3:25][N:26]([CH3:27])[CH2:3][CH2:4][CH2:5][P+:6]([C:19]1[CH:24]=[CH:23][CH:22]=[CH:21][CH:20]=1)([C:13]1[CH:18]=[CH:17][CH:16]=[CH:15][CH:14]=1)[C:7]1[CH:12]=[CH:11][CH:10]=[CH:9][CH:8]=1. (5) Given the reactants C[O:2][C:3](=[O:34])[C:4]([C:7]1[CH:12]=[CH:11][C:10]([C:13]#[C:14][C:15]2[CH:24]=[C:23]([CH2:25][CH3:26])[C:22]3[CH:21]([N:27]([CH:29]4[CH2:31][CH2:30]4)[CH3:28])[CH2:20][CH2:19][C:18]([CH3:33])([CH3:32])[C:17]=3[CH:16]=2)=[CH:9][CH:8]=1)([CH3:6])[CH3:5].[OH-].[K+].[Cl-].[NH4+], predict the reaction product. The product is: [CH:29]1([N:27]([CH3:28])[CH:21]2[CH2:20][CH2:19][C:18]([CH3:32])([CH3:33])[C:17]3[CH:16]=[C:15]([C:14]#[C:13][C:10]4[CH:9]=[CH:8][C:7]([C:4]([CH3:6])([CH3:5])[C:3]([OH:34])=[O:2])=[CH:12][CH:11]=4)[CH:24]=[C:23]([CH2:25][CH3:26])[C:22]2=3)[CH2:30][CH2:31]1. (6) Given the reactants [Li]CCCC.CN(CCN(C)C)C.[Cl:14][C:15]1[N:20]=[CH:19][C:18]([NH:21][C:22](=[O:28])[O:23][C:24]([CH3:27])([CH3:26])[CH3:25])=[CH:17][CH:16]=1.[O:29]1[CH2:34][CH2:33][C:32](=[O:35])[CH2:31][CH2:30]1, predict the reaction product. The product is: [Cl:14][C:15]1[N:20]=[CH:19][C:18]([NH:21][C:22](=[O:28])[O:23][C:24]([CH3:25])([CH3:27])[CH3:26])=[C:17]([C:32]2([OH:35])[CH2:33][CH2:34][O:29][CH2:30][CH2:31]2)[CH:16]=1. (7) The product is: [Br:18][C:15]1[CH:16]=[CH:17][C:12]([C:10]2[N:9]([C:19]3[CH:20]=[CH:21][C:22]([CH3:25])=[CH:23][CH:24]=3)[N:8]=[C:7]([CH2:6][CH:5]([C:26]3[CH:27]=[C:28]([CH3:32])[CH:29]=[CH:30][CH:31]=3)[C:4]([OH:33])=[O:3])[CH:11]=2)=[CH:13][CH:14]=1. Given the reactants C([O:3][C:4](=[O:33])[CH:5]([C:26]1[CH:27]=[C:28]([CH3:32])[CH:29]=[CH:30][CH:31]=1)[CH2:6][C:7]1[CH:11]=[C:10]([C:12]2[CH:17]=[CH:16][C:15]([Br:18])=[CH:14][CH:13]=2)[N:9]([C:19]2[CH:24]=[CH:23][C:22]([CH3:25])=[CH:21][CH:20]=2)[N:8]=1)C.C(OC(=O)C(C1C=C(C)C=CC=1)CC#CC(C1C=CC(Br)=CC=1)=O)C.NN.C([O-])([O-])=O.[Cs+].[Cs+], predict the reaction product. (8) Given the reactants [F:1][CH:2]([F:38])[C:3]1[N:28](S(C2C=CC=CC=2)(=O)=O)[C:6]2=[N:7][CH:8]=[CH:9][C:10]([C:11]3[S:15][C:14]([S:16]([NH:19][CH:20]4[CH2:25][CH2:24][S:23](=[O:27])(=[O:26])[CH2:22][CH2:21]4)(=[O:18])=[O:17])=[CH:13][CH:12]=3)=[C:5]2[CH:4]=1.CS(C)=O.[F-].C([N+](CCCC)(CCCC)CCCC)CCC, predict the reaction product. The product is: [F:38][CH:2]([F:1])[C:3]1[NH:28][C:6]2=[N:7][CH:8]=[CH:9][C:10]([C:11]3[S:15][C:14]([S:16]([NH:19][CH:20]4[CH2:25][CH2:24][S:23](=[O:27])(=[O:26])[CH2:22][CH2:21]4)(=[O:17])=[O:18])=[CH:13][CH:12]=3)=[C:5]2[CH:4]=1. (9) The product is: [OH:5][C@@H:4]([C:6]1[CH:11]=[CH:10][CH:9]=[CH:8][CH:7]=1)[CH2:3][CH2:2][N:26]1[CH2:27][CH2:28][CH:23]([C:19]2[CH:18]=[C:17]([NH:16][C:14](=[O:15])[CH:13]([CH3:12])[CH3:29])[CH:22]=[CH:21][CH:20]=2)[CH2:24][CH2:25]1. Given the reactants Cl[CH2:2][CH2:3][C@H:4]([C:6]1[CH:11]=[CH:10][CH:9]=[CH:8][CH:7]=1)[OH:5].[CH3:12][CH:13]([CH3:29])[C:14]([NH:16][C:17]1[CH:22]=[CH:21][CH:20]=[C:19]([CH:23]2[CH2:28][CH2:27][NH:26][CH2:25][CH2:24]2)[CH:18]=1)=[O:15].C(=O)([O-])[O-].[K+].[K+].[I-].[Na+], predict the reaction product. (10) Given the reactants Cl[C:2](Cl)([O:4]C(=O)OC(Cl)(Cl)Cl)Cl.C(N(CC)CC)C.[NH2:20][CH2:21][C:22]1[CH:27]=[CH:26][CH:25]=[CH:24][C:23]=1[NH:28][C:29](=[O:35])[O:30][C:31]([CH3:34])([CH3:33])[CH3:32].[CH2:36]([C:40]1([C:50]2[CH:55]=[CH:54][CH:53]=[CH:52][CH:51]=2)[C:44]2[CH2:45][NH:46][CH2:47][CH2:48][C:43]=2[C:42](=[O:49])[O:41]1)[CH:37]([CH3:39])[CH3:38].FC1C=CC(C2(CC(C)C)C3CNCCC=3C(=O)O2)=CC=1, predict the reaction product. The product is: [CH2:36]([C:40]1([C:50]2[CH:55]=[CH:54][CH:53]=[CH:52][CH:51]=2)[C:44]2[CH2:45][N:46]([C:2]([NH:20][CH2:21][C:22]3[CH:27]=[CH:26][CH:25]=[CH:24][C:23]=3[NH:28][C:29](=[O:35])[O:30][C:31]([CH3:32])([CH3:34])[CH3:33])=[O:4])[CH2:47][CH2:48][C:43]=2[C:42](=[O:49])[O:41]1)[CH:37]([CH3:39])[CH3:38].